From a dataset of Reaction yield outcomes from USPTO patents with 853,638 reactions. Predict the reaction yield, written as a fraction of the theoretical maximum amount of product (1.0 means a 100% yield; for example, 0.34 means a 34% yield). (1) The reactants are C(OC(=O)[NH:7][CH:8]([CH2:20][C:21]1[CH:26]=[CH:25][CH:24]=[CH:23][CH:22]=1)[C:9]([N:11]1[CH2:16][CH2:15][N:14]([C:17](=[NH:19])[NH2:18])[CH2:13][CH2:12]1)=[O:10])(C)(C)C.[CH:28]1[CH:29]=[CH:30][C:31]2[NH:36][CH:35]=[C:34]([CH2:37][CH2:38][C:39]([OH:41])=O)[C:32]=2[CH:33]=1.C([O-])(O)=O.[Na+]. The catalyst is C(O)=O. The product is [CH2:20]([CH:8]([NH:7][C:39](=[O:41])[CH2:38][CH2:37][C:34]1[C:32]2[C:31](=[CH:30][CH:29]=[CH:28][CH:33]=2)[NH:36][CH:35]=1)[C:9]([N:11]1[CH2:16][CH2:15][N:14]([C:17](=[NH:18])[NH2:19])[CH2:13][CH2:12]1)=[O:10])[C:21]1[CH:26]=[CH:25][CH:24]=[CH:23][CH:22]=1. The yield is 0.400. (2) The reactants are [F:1][C:2]1[C:3]([C:9]2[CH:14]=[C:13]([F:15])[CH:12]=[C:11]([F:16])[C:10]=2[F:17])=[N:4][C:5]([CH3:8])=[CH:6][CH:7]=1.[Mn]([O-])(=O)(=O)=[O:19].[K+].[OH2:24]. The catalyst is CC(O)(C)C. The product is [F:1][C:2]1[CH:7]=[CH:6][C:5]([C:8]([OH:19])=[O:24])=[N:4][C:3]=1[C:9]1[CH:14]=[C:13]([F:15])[CH:12]=[C:11]([F:16])[C:10]=1[F:17]. The yield is 0.890.